Dataset: Reaction yield outcomes from USPTO patents with 853,638 reactions. Task: Predict the reaction yield, written as a fraction of the theoretical maximum amount of product (1.0 means a 100% yield; for example, 0.34 means a 34% yield). The reactants are [Cl:1][C:2]1[CH:7]=[CH:6][C:5](/[CH:8]=[CH:9]/[CH2:10][CH2:11][CH2:12][C:13]#[C:14][CH:15]=[O:16])=[CH:4][CH:3]=1. The catalyst is ClCCCl. The product is [Cl:1][C:2]1[CH:3]=[C:4]2[C:5](=[CH:6][CH:7]=1)[CH:8]=[C:9]1[CH2:10][CH2:11][CH2:12][C:13]1=[C:14]2[CH:15]=[O:16]. The yield is 0.830.